This data is from hERG potassium channel inhibition data for cardiac toxicity prediction from Karim et al.. The task is: Regression/Classification. Given a drug SMILES string, predict its toxicity properties. Task type varies by dataset: regression for continuous values (e.g., LD50, hERG inhibition percentage) or binary classification for toxic/non-toxic outcomes (e.g., AMES mutagenicity, cardiotoxicity, hepatotoxicity). Dataset: herg_karim. (1) The molecule is C[C@@H]1CCCN1[C@H]1C[C@H](c2ccc(-c3ccc(C#N)cc3)cc2)C1. The result is 1 (blocker). (2) The compound is O=C(C1CCC1)N(Cc1ccccc1C(F)(F)F)[C@H]1CCNC1. The result is 1 (blocker). (3) The molecule is CS(=O)(=O)c1cccc(C(=O)N2CCN(c3ccc(OC4CCN(C5CCCC5)CC4)cc3)C(=O)C2)c1.O=CO. The result is 0 (non-blocker). (4) The drug is O=C(NCc1ccc(C(F)(F)F)cc1)N1CCC[C@H]1CN1CCCC1. The result is 0 (non-blocker). (5) The compound is Fc1cc2c(cn1)C1(CCN(Cc3ccc(Oc4ccc(F)c(F)c4)cc3)CC1)OC2. The result is 1 (blocker). (6) The molecule is CC(C)(C)c1cc(C(=O)NC[C@H]2CCN(C(=O)CCCCC(c3ccc(F)cc3)c3ccc(F)cc3)C2)cc(C(C)(C)C)c1. The result is 1 (blocker). (7) The result is 0 (non-blocker). The compound is CC(C)CC1Oc2ccc(-c3cncnc3)cc2C2(COC(N)=N2)C12COC2.